Dataset: Catalyst prediction with 721,799 reactions and 888 catalyst types from USPTO. Task: Predict which catalyst facilitates the given reaction. (1) Reactant: [CH2:1]([C:3]1[CH:8]=[C:7]([CH3:9])[CH:6]=[C:5]([CH2:10][CH3:11])[C:4]=1[C:12](=[O:17])[C:13]([NH:15][NH2:16])=[O:14])[CH3:2].[CH:18](=O)[CH3:19]. Product: [CH:18](=[N:16][NH:15][C:13](=[O:14])[C:12]([C:4]1[C:5]([CH2:10][CH3:11])=[CH:6][C:7]([CH3:9])=[CH:8][C:3]=1[CH2:1][CH3:2])=[O:17])[CH3:19]. The catalyst class is: 5. (2) Reactant: [CH2:1]([O:5][C:6]1[CH:11]=[C:10](Cl)[N:9]=[CH:8][N:7]=1)[C:2]#[C:3][CH3:4].C(=O)([O-])[O-].Cl.[CH3:18][CH:19]1[CH:23]([CH3:24])[CH2:22][NH:21][CH2:20]1.[Cl-].[NH4+]. Product: [CH2:1]([O:5][C:6]1[CH:11]=[C:10]([N:21]2[CH2:22][CH:23]([CH3:24])[CH:19]([CH3:18])[CH2:20]2)[N:9]=[CH:8][N:7]=1)[C:2]#[C:3][CH3:4]. The catalyst class is: 10.